Dataset: Full USPTO retrosynthesis dataset with 1.9M reactions from patents (1976-2016). Task: Predict the reactants needed to synthesize the given product. (1) Given the product [CH:1]1([CH2:4][O:5][CH2:6][C:7]2[CH:8]=[CH:9][C:10]([NH:14][S:22]([C:20]3[CH:21]=[C:16]([F:15])[CH:17]=[CH:18][C:19]=3[CH3:26])(=[O:23])=[O:24])=[N:11][C:12]=2[CH3:13])[CH2:3][CH2:2]1, predict the reactants needed to synthesize it. The reactants are: [CH:1]1([CH2:4][O:5][CH2:6][C:7]2[CH:8]=[CH:9][C:10]([NH2:14])=[N:11][C:12]=2[CH3:13])[CH2:3][CH2:2]1.[F:15][C:16]1[CH:17]=[CH:18][C:19]([CH3:26])=[C:20]([S:22](Cl)(=[O:24])=[O:23])[CH:21]=1. (2) Given the product [O:8]1[CH2:13][CH2:12][O:11][C:10]2[CH:14]=[C:15]([C:18]3[NH:7][C:4]4[N:5]([N:6]=[C:2]([CH3:1])[N:3]=4)[C:20](=[O:21])[CH:19]=3)[CH:16]=[CH:17][C:9]1=2, predict the reactants needed to synthesize it. The reactants are: [CH3:1][C:2]1[N:3]=[C:4]([NH2:7])[NH:5][N:6]=1.[O:8]1[CH2:13][CH2:12][O:11][C:10]2[CH:14]=[C:15]([C:18](=O)[CH2:19][C:20](OCC)=[O:21])[CH:16]=[CH:17][C:9]1=2.